This data is from Forward reaction prediction with 1.9M reactions from USPTO patents (1976-2016). The task is: Predict the product of the given reaction. (1) Given the reactants [Cl:1][C:2]1[CH:7]=[CH:6][C:5](=[N:8]S(C2C=CC(C)=CC=2)(=O)=O)[N:4]([CH2:19][C:20]([NH2:22])=O)[N:3]=1.[C:23](O[C:23]([C:25]([F:28])([F:27])[F:26])=[O:24])([C:25]([F:28])([F:27])[F:26])=[O:24], predict the reaction product. The product is: [Cl:1][C:2]1[CH:7]=[CH:6][C:5]2[N:4]([CH:19]=[C:20]([NH:22][C:23](=[O:24])[C:25]([F:28])([F:27])[F:26])[N:8]=2)[N:3]=1. (2) Given the reactants C(N)(=O)C.COC.I.Br.C([O:12][C:13](=[O:37])[C@H:14]([CH2:19][C:20]1[CH:25]=[C:24]([I:26])[C:23]([O:27][C:28]2[CH:33]=[CH:32][C:31]([O:34]C)=[CH:30][CH:29]=2)=[C:22]([I:36])[CH:21]=1)[NH:15]C(=O)C)C, predict the reaction product. The product is: [I:26][C:24]1[CH:25]=[C:20]([CH:21]=[C:22]([I:36])[C:23]=1[O:27][C:28]1[CH:33]=[CH:32][C:31]([OH:34])=[CH:30][CH:29]=1)[CH2:19][C@@H:14]([C:13]([OH:37])=[O:12])[NH2:15].